This data is from Full USPTO retrosynthesis dataset with 1.9M reactions from patents (1976-2016). The task is: Predict the reactants needed to synthesize the given product. (1) Given the product [C:1]([C:5]1[CH:6]=[C:7]([NH:17][C:18]([C:20]2[N:21]([CH3:44])[C:22]3[C:27]([CH:28]=2)=[CH:26][CH:25]=[CH:24][C:23]=3[CH2:29][N:30]2[CH2:31][CH2:32][N:33]([C:36]([CH:38]3[CH2:42][CH2:41][CH2:40][N:39]3[CH3:43])=[O:37])[CH2:34][CH2:35]2)=[O:19])[C:8]([O:15][CH3:16])=[C:9]([CH:14]=1)[C:10]([OH:12])=[O:11])([CH3:4])([CH3:2])[CH3:3], predict the reactants needed to synthesize it. The reactants are: [C:1]([C:5]1[CH:6]=[C:7]([NH:17][C:18]([C:20]2[N:21]([CH3:44])[C:22]3[C:27]([CH:28]=2)=[CH:26][CH:25]=[CH:24][C:23]=3[CH2:29][N:30]2[CH2:35][CH2:34][N:33]([C:36]([CH:38]3[CH2:42][CH2:41][CH2:40][N:39]3[CH3:43])=[O:37])[CH2:32][CH2:31]2)=[O:19])[C:8]([O:15][CH3:16])=[C:9]([CH:14]=1)[C:10]([O:12]C)=[O:11])([CH3:4])([CH3:3])[CH3:2].[OH-].[Na+]. (2) Given the product [CH2:1]([N:8]1[C:16]2[C:11](=[N:12][C:13]([N:19]([C:28]([O:30][C:31]([CH3:34])([CH3:33])[CH3:32])=[O:29])[NH:20][C:21]([O:23][C:24]([CH3:25])([CH3:26])[CH3:27])=[O:22])=[CH:14][CH:15]=2)[N:10]=[C:9]1[CH3:18])[C:2]1[CH:7]=[CH:6][CH:5]=[CH:4][CH:3]=1, predict the reactants needed to synthesize it. The reactants are: [CH2:1]([N:8]1[C:16]2[C:11](=[N:12][C:13](Cl)=[CH:14][CH:15]=2)[N:10]=[C:9]1[CH3:18])[C:2]1[CH:7]=[CH:6][CH:5]=[CH:4][CH:3]=1.[NH:19]([C:28]([O:30][C:31]([CH3:34])([CH3:33])[CH3:32])=[O:29])[NH:20][C:21]([O:23][C:24]([CH3:27])([CH3:26])[CH3:25])=[O:22].C(=O)([O-])[O-].[Cs+].[Cs+]. (3) Given the product [NH:1]1[C:5]2[CH:6]=[CH:7][CH:8]=[CH:9][C:4]=2[N:3]=[C:2]1[C:10]([C:12]1[CH:17]=[CH:16][C:15]([O:18][C:19]2[C:24]([C:36]3[CH2:35][CH2:34][CH2:39][N:38]([C:40](=[O:42])[CH3:41])[CH:37]=3)=[CH:23][CH:22]=[CH:21][N:20]=2)=[CH:14][CH:13]=1)=[O:11], predict the reactants needed to synthesize it. The reactants are: [NH:1]1[C:5]2[CH:6]=[CH:7][CH:8]=[CH:9][C:4]=2[N:3]=[C:2]1[C:10]([C:12]1[CH:17]=[CH:16][C:15]([O:18][C:19]2[C:24](Br)=[CH:23][CH:22]=[CH:21][N:20]=2)=[CH:14][CH:13]=1)=[O:11].CC1(C)C(C)(C)OB([C:34]2[CH2:35][CH2:36][CH2:37][N:38]([C:40](=[O:42])[CH3:41])[CH:39]=2)O1.C([O-])(=O)C.[K+].O1CCOCC1. (4) Given the product [CH3:1][C:2]1[N:3]=[C:4]2[CH:9]=[CH:8][C:7]([CH2:10][N:38]3[CH2:39][CH2:40][N:35]([C:41]([O:43][C:44]([CH3:47])([CH3:46])[CH3:45])=[O:42])[CH2:36][CH2:37]3)=[CH:6][N:5]2[C:12]=1[C:13]1[S:14][C:15]([C:24]2[N:28]=[CH:27][N:26]([CH:29]3[CH2:34][CH2:33][CH2:32][CH2:31][O:30]3)[N:25]=2)=[C:16]([C:18]2[CH:23]=[CH:22][CH:21]=[CH:20][CH:19]=2)[N:17]=1, predict the reactants needed to synthesize it. The reactants are: [CH3:1][C:2]1[N:3]=[C:4]2[CH:9]=[CH:8][C:7]([CH:10]=O)=[CH:6][N:5]2[C:12]=1[C:13]1[S:14][C:15]([C:24]2[N:28]=[CH:27][N:26]([CH:29]3[CH2:34][CH2:33][CH2:32][CH2:31][O:30]3)[N:25]=2)=[C:16]([C:18]2[CH:23]=[CH:22][CH:21]=[CH:20][CH:19]=2)[N:17]=1.[N:35]1([C:41]([O:43][C:44]([CH3:47])([CH3:46])[CH3:45])=[O:42])[CH2:40][CH2:39][NH:38][CH2:37][CH2:36]1.C(O)(=O)C.C(Cl)Cl.C(O[BH-](OC(=O)C)OC(=O)C)(=O)C.[Na+]. (5) Given the product [CH:14]1([C:11]2[CH:12]=[CH:13][C:8]([O:7][CH3:6])=[CH:9][CH:10]=2)[CH2:1][CH2:15]1, predict the reactants needed to synthesize it. The reactants are: [CH2:1]([Zn]CC)C.[CH3:6][O:7][C:8]1[CH:13]=[CH:12][C:11]([CH:14]=[CH2:15])=[CH:10][CH:9]=1.IC. (6) Given the product [C:30]([C:27]1[N:28]=[CH:29][C:24]([CH2:23][C:17]2[CH:16]=[CH:15][C:12]3[CH2:13][CH2:14][N:8]([C:6]([O:5][C:2]([CH3:4])([CH3:3])[CH3:1])=[O:7])[CH2:9][CH2:10][C:11]=3[CH:18]=2)=[CH:25][CH:26]=1)#[N:31], predict the reactants needed to synthesize it. The reactants are: [CH3:1][C:2]([O:5][C:6]([N:8]1[CH2:14][CH2:13][C:12]2[CH:15]=[CH:16][C:17](B(O)O)=[CH:18][C:11]=2[CH2:10][CH2:9]1)=[O:7])([CH3:4])[CH3:3].Br[CH2:23][C:24]1[CH:25]=[CH:26][C:27]([C:30]#[N:31])=[N:28][CH:29]=1.C(=O)([O-])[O-].[Na+].[Na+]. (7) Given the product [CH2:1]([O:8][C:9]([C:11]1[C:19]2[C:14](=[CH:15][CH:16]=[C:17]([CH2:20][CH2:21][N:32]3[CH2:33][CH2:34][N:29]([CH3:28])[CH2:30][CH2:31]3)[CH:18]=2)[NH:13][C:12]=1[CH3:27])=[O:10])[C:2]1[CH:7]=[CH:6][CH:5]=[CH:4][CH:3]=1, predict the reactants needed to synthesize it. The reactants are: [CH2:1]([O:8][C:9]([C:11]1[C:19]2[C:14](=[CH:15][CH:16]=[C:17]([CH2:20][CH2:21]OS(C)(=O)=O)[CH:18]=2)[NH:13][C:12]=1[CH3:27])=[O:10])[C:2]1[CH:7]=[CH:6][CH:5]=[CH:4][CH:3]=1.[CH3:28][N:29]1[CH2:34][CH2:33][NH:32][CH2:31][CH2:30]1. (8) Given the product [CH3:20][O:21][C:22]1[CH:29]=[CH:28][C:27]([CH2:30][CH2:31][N:16]2[CH2:17][CH2:18][N:13]([CH2:12][CH2:11][C:9]3[CH:8]=[CH:7][C:6]4[C:2](=[O:1])[O:3][CH2:4][C:5]=4[CH:10]=3)[C:14](=[O:19])[CH2:15]2)=[CH:26][C:23]=1[C:24]#[N:25], predict the reactants needed to synthesize it. The reactants are: [O:1]=[C:2]1[C:6]2[CH:7]=[CH:8][C:9]([CH2:11][CH2:12][N:13]3[CH2:18][CH2:17][NH:16][CH2:15][C:14]3=[O:19])=[CH:10][C:5]=2[CH2:4][O:3]1.[CH3:20][O:21][C:22]1[CH:29]=[CH:28][C:27]([CH2:30][CH:31]=O)=[CH:26][C:23]=1[C:24]#[N:25].